Task: Predict the reactants needed to synthesize the given product.. Dataset: Full USPTO retrosynthesis dataset with 1.9M reactions from patents (1976-2016) (1) Given the product [CH3:1][C@:2]1([CH2:10][N:11]2[C:15]3[CH:16]=[C:17]([C:20]#[N:21])[CH:18]=[CH:19][C:14]=3[N:13]=[CH:12]2)[CH2:9][CH2:8][CH2:7][C@:4]2([O:6][C:31](=[O:32])[N:25]([CH2:22][C:23]#[CH:24])[CH2:5]2)[CH2:3]1, predict the reactants needed to synthesize it. The reactants are: [CH3:1][C@:2]1([CH2:10][N:11]2[C:15]3[CH:16]=[C:17]([C:20]#[N:21])[CH:18]=[CH:19][C:14]=3[N:13]=[CH:12]2)[CH2:9][CH2:8][CH2:7][C@:4]2([O:6][CH2:5]2)[CH2:3]1.[CH2:22]([NH2:25])[C:23]#[CH:24].C1N=CN([C:31](N2C=NC=C2)=[O:32])C=1.O1CCOCC1. (2) Given the product [CH2:1]([O:19][CH:20]([CH2:28][CH3:29])[C:21]([OH:23])=[O:22])[CH2:2]/[CH:3]=[CH:4]\[CH2:5]/[CH:6]=[CH:7]\[CH2:8]/[CH:9]=[CH:10]\[CH2:11]/[CH:12]=[CH:13]\[CH2:14]/[CH:15]=[CH:16]\[CH2:17][CH3:18], predict the reactants needed to synthesize it. The reactants are: [CH2:1]([O:19][CH:20]([CH2:28][CH3:29])[C:21]([O:23]C(C)(C)C)=[O:22])[CH2:2]/[CH:3]=[CH:4]\[CH2:5]/[CH:6]=[CH:7]\[CH2:8]/[CH:9]=[CH:10]\[CH2:11]/[CH:12]=[CH:13]\[CH2:14]/[CH:15]=[CH:16]\[CH2:17][CH3:18]. (3) Given the product [O:9]1[CH2:10][CH2:11][O:12][C:13]2[C:4]([NH2:1])=[CH:5][CH:6]=[CH:7][C:8]1=2, predict the reactants needed to synthesize it. The reactants are: [N+:1]([C:4]1[C:13]2[O:12][CH2:11][CH2:10][O:9][C:8]=2[CH:7]=[CH:6][CH:5]=1)([O-])=O. (4) Given the product [O:27]=[C:25]([N:85]1[CH2:86][CH:83]([O:82][C:81]2[CH:87]=[CH:88][CH:89]=[C:79]([C:78]([F:77])([F:91])[F:90])[CH:80]=2)[CH2:84]1)[CH2:24][NH:23][C:21]([C:18]1[CH:17]=[C:16]([C:12]2[CH:11]=[N:10][CH:15]=[CH:14][CH:13]=2)[NH:20][N:19]=1)=[O:22], predict the reactants needed to synthesize it. The reactants are: CCN(C(C)C)C(C)C.[N:10]1[CH:15]=[CH:14][CH:13]=[C:12]([C:16]2[NH:20][N:19]=[C:18]([C:21]([NH:23][CH2:24][C:25]([OH:27])=O)=[O:22])[CH:17]=2)[CH:11]=1.C1(C2NN=C(C(NCC(O)=O)=O)C=2)C=CC=CC=1.C(C1C=NC=CC=1)(=O)C.C1C=CC2N(O)N=NC=2C=1.CCN=C=NCCCN(C)C.Cl.[F:77][C:78]([F:91])([F:90])[C:79]1[CH:80]=[C:81]([CH:87]=[CH:88][CH:89]=1)[O:82][CH:83]1[CH2:86][NH:85][CH2:84]1. (5) Given the product [CH2:23]([C:21]1[CH:20]=[CH:19][C:18]([OH:25])=[C:17]([C:13]2[NH:12][CH:16]=[CH:15][CH:14]=2)[CH:22]=1)[CH3:24], predict the reactants needed to synthesize it. The reactants are: B(Br)(Br)Br.C(OC([N:12]1[CH:16]=[CH:15][CH:14]=[C:13]1[C:17]1[CH:22]=[C:21]([CH2:23][CH3:24])[CH:20]=[CH:19][C:18]=1[O:25]C)=O)(C)(C)C.O. (6) Given the product [CH2:2]([NH:10][C:11](=[O:32])[CH2:12][CH2:13][C@H:14]([OH:31])[C@@H:15]([NH:23][C:24](=[O:30])[C@@H:25]([NH:29][C:47](=[O:48])[CH2:46][C:36]1[CH:37]=[C:38]([O:41][C:42]([F:43])([F:45])[F:44])[CH:39]=[CH:40][C:35]=1[O:34][CH3:33])[CH:26]([CH3:28])[CH3:27])[CH2:16][C:17]1[CH:18]=[CH:19][CH:20]=[CH:21][CH:22]=1)[CH2:3][C:4]1[CH:5]=[CH:6][CH:7]=[CH:8][CH:9]=1, predict the reactants needed to synthesize it. The reactants are: Cl.[CH2:2]([NH:10][C:11](=[O:32])[CH2:12][CH2:13][C@H:14]([OH:31])[C@@H:15]([NH:23][C:24](=[O:30])[C@@H:25]([NH2:29])[CH:26]([CH3:28])[CH3:27])[CH2:16][C:17]1[CH:22]=[CH:21][CH:20]=[CH:19][CH:18]=1)[CH2:3][C:4]1[CH:9]=[CH:8][CH:7]=[CH:6][CH:5]=1.[CH3:33][O:34][C:35]1[CH:40]=[CH:39][C:38]([O:41][C:42]([F:45])([F:44])[F:43])=[CH:37][C:36]=1[CH2:46][C:47](O)=[O:48].C(N(C(C)C)C(C)C)C.CN(C(ON1N=NC2C=CC=NC1=2)=[N+](C)C)C.F[P-](F)(F)(F)(F)F.C(=O)([O-])O.[Na+].